The task is: Predict the reaction yield, written as a fraction of the theoretical maximum amount of product (1.0 means a 100% yield; for example, 0.34 means a 34% yield).. This data is from Reaction yield outcomes from USPTO patents with 853,638 reactions. (1) The reactants are Br[CH2:2][C:3]#[N:4].[Cl:5][C:6]1[CH:7]=[CH:8][C:9]2[CH2:10][NH:11][CH2:12][CH:13]([C:17]3[N:21]([CH3:22])[N:20]=[C:19]([CH3:23])[CH:18]=3)[O:14][C:15]=2[N:16]=1. The catalyst is C1COCC1. The product is [Cl:5][C:6]1[CH:7]=[CH:8][C:9]2[CH2:10][N:11]([CH2:2][C:3]#[N:4])[CH2:12][CH:13]([C:17]3[N:21]([CH3:22])[N:20]=[C:19]([CH3:23])[CH:18]=3)[O:14][C:15]=2[N:16]=1. The yield is 1.18. (2) The yield is 0.460. The product is [CH:16]([C:15]1[CH:18]=[CH:19][C:12]([O:11][C:2]2[CH:10]=[CH:9][C:5]([C:6]([NH2:8])=[O:7])=[CH:4][N:3]=2)=[CH:13][CH:14]=1)=[O:17]. The reactants are Cl[C:2]1[CH:10]=[CH:9][C:5]([C:6]([NH2:8])=[O:7])=[CH:4][N:3]=1.[OH:11][C:12]1[CH:19]=[CH:18][C:15]([CH:16]=[O:17])=[CH:14][CH:13]=1.C(=O)([O-])[O-].[K+].[K+].CN(C)C=O. The catalyst is O. (3) The reactants are Br[CH2:2][C:3]1[CH:27]=[CH:26][C:6]([C:7]([NH:9][C:10]2[S:11][C:12]([C:20]3[CH:25]=[CH:24][N:23]=[CH:22][CH:21]=3)=[C:13]([C:15]3[O:16][CH:17]=[CH:18][CH:19]=3)[N:14]=2)=[O:8])=[CH:5][CH:4]=1.[NH:28]1[CH:32]=[CH:31][N:30]=[CH:29]1.O. The catalyst is CN1C(=O)CCC1. The product is [O:16]1[CH:17]=[CH:18][CH:19]=[C:15]1[C:13]1[N:14]=[C:10]([NH:9][C:7](=[O:8])[C:6]2[CH:5]=[CH:4][C:3]([CH2:2][N:28]3[CH:32]=[CH:31][N:30]=[CH:29]3)=[CH:27][CH:26]=2)[S:11][C:12]=1[C:20]1[CH:21]=[CH:22][N:23]=[CH:24][CH:25]=1. The yield is 0.630. (4) The catalyst is C1(C)C=CC=CC=1.O.C1C=CC([P]([Pd]([P](C2C=CC=CC=2)(C2C=CC=CC=2)C2C=CC=CC=2)([P](C2C=CC=CC=2)(C2C=CC=CC=2)C2C=CC=CC=2)[P](C2C=CC=CC=2)(C2C=CC=CC=2)C2C=CC=CC=2)(C2C=CC=CC=2)C2C=CC=CC=2)=CC=1. The product is [Cl:16][C:13]1[CH:12]=[C:11]([NH:17][C:18]2[CH:27]=[CH:26][CH:25]=[CH:24][C:19]=2[C:20]([NH:22][CH3:23])=[O:21])[C:10]([CH:1]2[CH2:3][CH2:2]2)=[CH:15][N:14]=1. The yield is 0.540. The reactants are [CH:1]1(B(O)O)[CH2:3][CH2:2]1.N#N.Br[C:10]1[C:11]([NH:17][C:18]2[CH:27]=[CH:26][CH:25]=[CH:24][C:19]=2[C:20]([NH:22][CH3:23])=[O:21])=[CH:12][C:13]([Cl:16])=[N:14][CH:15]=1.[O-]P([O-])([O-])=O.[K+].[K+].[K+]. (5) The reactants are C(S[C:4]1[NH:13][C:12](=[O:14])[C:11]2[C:6](=[C:7]([CH:15]([CH3:17])[CH3:16])[CH:8]=[CH:9][CH:10]=2)[N:5]=1)C.Cl.C([OH:21])C. No catalyst specified. The product is [CH:15]([C:7]1[CH:8]=[CH:9][CH:10]=[C:11]2[C:6]=1[N:5]=[C:4]([OH:21])[NH:13][CH:12]2[OH:14])([CH3:17])[CH3:16]. The yield is 0.950. (6) The reactants are [Cl:1][C:2]1[CH:3]=[C:4]2[C:8](=[CH:9][C:10]=1[Cl:11])[C:7](=O)[O:6]/[C:5]/2=[CH:13]\[C:14]1[CH:19]=[CH:18][C:17]([F:20])=[C:16]([C:21]([N:23]2[CH2:28][CH2:27][CH:26]([O:29][CH3:30])[CH2:25][CH2:24]2)=[O:22])[CH:15]=1.O.[NH2:32][NH2:33]. The catalyst is O.CN(C)C=O. The product is [Cl:1][C:2]1[CH:3]=[C:4]2[C:8](=[CH:9][C:10]=1[Cl:11])[C:7](=[O:6])[NH:33][N:32]=[C:5]2[CH2:13][C:14]1[CH:19]=[CH:18][C:17]([F:20])=[C:16]([C:21]([N:23]2[CH2:28][CH2:27][CH:26]([O:29][CH3:30])[CH2:25][CH2:24]2)=[O:22])[CH:15]=1. The yield is 0.350.